From a dataset of Reaction yield outcomes from USPTO patents with 853,638 reactions. Predict the reaction yield, written as a fraction of the theoretical maximum amount of product (1.0 means a 100% yield; for example, 0.34 means a 34% yield). (1) The reactants are [F:1][C:2]([F:24])([F:23])[C:3]1[CH:8]=[CH:7][N:6]=[C:5]([N:9]2[CH2:14][CH2:13][CH:12]([NH:15]C(=O)OC(C)(C)C)[CH2:11][CH2:10]2)[CH:4]=1.C1COCC1. The catalyst is Cl.O1CCOCC1. The product is [F:24][C:2]([F:1])([F:23])[C:3]1[CH:8]=[CH:7][N:6]=[C:5]([N:9]2[CH2:14][CH2:13][CH:12]([NH2:15])[CH2:11][CH2:10]2)[CH:4]=1. The yield is 1.00. (2) The reactants are C[O:2][C:3]([C:5]1[C:13]([NH:14][C:15]2[CH:20]=[CH:19][C:18]([Br:21])=[CH:17][C:16]=2[CH3:22])=[C:12]([F:23])[C:8]2[NH:9][CH:10]=[N:11][C:7]=2[CH:6]=1)=[O:4].[OH-].[Na+].Cl. The catalyst is CO.C(OCC)(=O)C.O. The product is [F:23][C:12]1[C:8]2[NH:9][CH:10]=[N:11][C:7]=2[CH:6]=[C:5]([C:3]([OH:4])=[O:2])[C:13]=1[NH:14][C:15]1[CH:20]=[CH:19][C:18]([Br:21])=[CH:17][C:16]=1[CH3:22]. The yield is 0.950. (3) The reactants are [Cl:1][C:2]1[CH:7]=[CH:6][C:5]([CH2:8][CH2:9][NH2:10])=[CH:4][CH:3]=1.CCN(CC)CC.[Cl:18][CH2:19][C:20](Cl)=[O:21]. The catalyst is CC#N. The product is [Cl:18][CH2:19][C:20]([NH:10][CH2:9][CH2:8][C:5]1[CH:6]=[CH:7][C:2]([Cl:1])=[CH:3][CH:4]=1)=[O:21]. The yield is 0.670. (4) The reactants are C[N:2](C)[C:3]([CH3:24])=[CH:4][C:5]([C:7]1[C:12](=[O:13])[CH:11]=[CH:10][N:9]([C:14]2[CH:19]=[CH:18][CH:17]=[C:16]([C:20]([F:23])([F:22])[F:21])[CH:15]=2)[N:8]=1)=O.[C:26]1([NH:32]N)[CH:31]=[CH:30][CH:29]=[CH:28][CH:27]=1. The catalyst is C(O)(=O)C. The product is [CH3:24][C:3]1[CH:4]=[C:5]([C:7]2[C:12](=[O:13])[CH:11]=[CH:10][N:9]([C:14]3[CH:19]=[CH:18][CH:17]=[C:16]([C:20]([F:23])([F:22])[F:21])[CH:15]=3)[N:8]=2)[N:32]([C:26]2[CH:31]=[CH:30][CH:29]=[CH:28][CH:27]=2)[N:2]=1. The yield is 0.160. (5) The catalyst is CN(C=O)C. The reactants are [Br:1][C:2]1[CH:3]=[C:4]([C:10]([C:12]2[C:16]3[CH:17]=[CH:18][CH:19]=[CH:20][C:15]=3[O:14][C:13]=2[CH2:21][CH3:22])=[O:11])[CH:5]=[CH:6][C:7]=1[O:8]C. The yield is 0.570. The product is [Br:1][C:2]1[CH:3]=[C:4]([C:10]([C:12]2[C:16]3[CH:17]=[CH:18][CH:19]=[CH:20][C:15]=3[O:14][C:13]=2[CH2:21][CH3:22])=[O:11])[CH:5]=[CH:6][C:7]=1[OH:8]. (6) The reactants are F[C:2](F)(F)[C:3]([OH:5])=O.[CH2:8]([N:15]1[C@@H:20]2[C@H:21](C(O)=O)[CH2:22][C@@:16]1([C:42]1[CH:47]=[CH:46][CH:45]=[CH:44][CH:43]=1)[C@H:17]([O:26][CH2:27][C:28]1[CH:33]=[C:32]([C:34]([F:37])([F:36])[F:35])[CH:31]=[C:30]([C:38]([F:41])([F:40])[F:39])[CH:29]=1)[CH2:18][CH2:19]2)[C:9]1[CH:14]=[CH:13][CH:12]=[CH:11][CH:10]=1.C(Cl)(=O)C(Cl)=O.[N-:54]=[N+:55]=[N-:56].[Na+].[N-:58]=C=O. The catalyst is ClCCl.CN(C)C=O.C1COCC1.O. The product is [C:3]([NH:58][C@@H:21]1[CH2:22][C@:16]2([C:42]3[CH:47]=[CH:46][CH:45]=[CH:44][CH:43]=3)[N:15]([CH2:8][C:9]3[CH:10]=[CH:11][CH:12]=[CH:13][CH:14]=3)[C@H:20]1[CH2:19][CH2:18][C@@:17]2([N:54]=[N+:55]=[N-:56])[O:26][CH2:27][C:28]1[CH:29]=[C:30]([C:38]([F:41])([F:39])[F:40])[CH:31]=[C:32]([C:34]([F:37])([F:35])[F:36])[CH:33]=1)(=[O:5])[CH3:2]. The yield is 0.820. (7) The reactants are [NH2:1][CH2:2][CH2:3][NH:4][C:5](=[O:7])[CH3:6].[CH3:8][C:9]1[C:14]([CH2:15][C:16]2[CH:21]=[CH:20][CH:19]=[CH:18][C:17]=2[CH3:22])=[C:13]([CH3:23])[N:12]2[N:24]=[CH:25][C:26]([C:27](O)=[O:28])=[C:11]2[N:10]=1. No catalyst specified. The product is [C:5]([NH:4][CH2:3][CH2:2][NH:1][C:27]([C:26]1[CH:25]=[N:24][N:12]2[C:13]([CH3:23])=[C:14]([CH2:15][C:16]3[CH:21]=[CH:20][CH:19]=[CH:18][C:17]=3[CH3:22])[C:9]([CH3:8])=[N:10][C:11]=12)=[O:28])(=[O:7])[CH3:6]. The yield is 0.540. (8) The reactants are C([O:8][C:9]1[CH:14]=[CH:13][C:12]([CH2:15][CH2:16][Cl:17])=[C:11]([N+:18]([O-])=O)[CH:10]=1)C1C=CC=CC=1. The catalyst is [Pd].C1COCC1. The product is [NH2:18][C:11]1[CH:10]=[C:9]([OH:8])[CH:14]=[CH:13][C:12]=1[CH2:15][CH2:16][Cl:17]. The yield is 0.780. (9) The reactants are Br[C:2]1[CH:3]=[C:4]([CH:15]=[CH:16][C:17]=1[O:18][CH3:19])[CH2:5][N:6]1[C:14]2[C:9](=[CH:10][CH:11]=[CH:12][CH:13]=2)[CH:8]=[CH:7]1.[N+:20]([C:23]1[CH:24]=[C:25](B(O)O)[CH:26]=[CH:27][CH:28]=1)([O-:22])=[O:21].C(OCC)(=O)C. The catalyst is O1CCOCC1.C(=O)([O-])[O-].[Na+].[Na+].[Cl-].[Cl-].C1(P(C2C=CC=CC=2)C2C=CC=CC=2)C=CC=CC=1.C1(P(C2C=CC=CC=2)C2C=CC=CC=2)C=CC=CC=1.[Pd+2]. The product is [CH3:19][O:18][C:17]1[C:2]([C:27]2[CH:26]=[CH:25][CH:24]=[C:23]([N+:20]([O-:22])=[O:21])[CH:28]=2)=[CH:3][C:4]([CH2:5][N:6]2[C:14]3[C:9](=[CH:10][CH:11]=[CH:12][CH:13]=3)[CH:8]=[CH:7]2)=[CH:15][CH:16]=1. The yield is 0.170.